This data is from HIV replication inhibition screening data with 41,000+ compounds from the AIDS Antiviral Screen. The task is: Binary Classification. Given a drug SMILES string, predict its activity (active/inactive) in a high-throughput screening assay against a specified biological target. (1) The drug is CC1(C)CC2C(O)C(CO)=C3CC(O)C3(C)C2C1. The result is 0 (inactive). (2) The drug is CCOC(=O)c1ccc(NC(NC(=O)CC)(C(F)(F)F)C(F)(F)F)cc1. The result is 0 (inactive). (3) The molecule is O=c1c2c3c(sc2nc2n1N=CN(c1ccc(F)cc1)C2)CCCC3. The result is 0 (inactive). (4) The drug is COc1cc2ccc1OCc1cccc(n1)COc1ccc(cc1OC)C=Nc1ccc(cc1)-c1ccc(cc1)N=C2. The result is 0 (inactive). (5) The drug is COC(=O)CCC(C)C1CCC2C3CCC4CC(CSC(C)=O)CCC4(C)C3CCC12C. The result is 0 (inactive).